This data is from Forward reaction prediction with 1.9M reactions from USPTO patents (1976-2016). The task is: Predict the product of the given reaction. Given the reactants [CH2:1]([NH2:3])[CH3:2].C([O:6][C:7]([C:9]1[N:14]2[N:15]=[C:16]([NH:18][C:19]([NH:21][CH2:22][CH3:23])=[O:20])[N:17]=[C:13]2[CH:12]=[C:11]([Br:24])[CH:10]=1)=O)C.NC(N)=S, predict the reaction product. The product is: [CH2:1]([NH:3][C:7]([C:9]1[N:14]2[N:15]=[C:16]([NH:18][C:19]([NH:21][CH2:22][CH3:23])=[O:20])[N:17]=[C:13]2[CH:12]=[C:11]([Br:24])[CH:10]=1)=[O:6])[CH3:2].